This data is from Reaction yield outcomes from USPTO patents with 853,638 reactions. The task is: Predict the reaction yield, written as a fraction of the theoretical maximum amount of product (1.0 means a 100% yield; for example, 0.34 means a 34% yield). (1) The reactants are [CH:1]([C:4]1[CH:9]=[CH:8][C:7]([CH:10]2[C:14]3[C:15]([CH3:22])=[C:16]([NH2:21])[C:17]([CH3:20])=[C:18]([CH3:19])[C:13]=3[O:12][C:11]2([CH3:24])[CH3:23])=[CH:6][CH:5]=1)([CH3:3])[CH3:2].[F:25][C:26]1[CH:34]=[CH:33][C:29]([C:30](Cl)=[O:31])=[CH:28][CH:27]=1. The catalyst is CO. The product is [F:25][C:26]1[CH:34]=[CH:33][C:29]([C:30]([NH:21][C:16]2[C:17]([CH3:20])=[C:18]([CH3:19])[C:13]3[O:12][C:11]([CH3:24])([CH3:23])[CH:10]([C:7]4[CH:8]=[CH:9][C:4]([CH:1]([CH3:3])[CH3:2])=[CH:5][CH:6]=4)[C:14]=3[C:15]=2[CH3:22])=[O:31])=[CH:28][CH:27]=1. The yield is 0.910. (2) The reactants are [Cl:1][C:2]1[CH:7]=[CH:6][CH:5]=[C:4]([N:8]=[C:9]=[O:10])[CH:3]=1.[C:11]([N:15]1[CH2:20][CH2:19][N:18](C(OC(C)(C)C)=O)[C@@H:17]([C:28]([N:30]2[CH2:35][CH2:34][NH:33][CH2:32][CH2:31]2)=[O:29])[CH2:16]1)([CH3:14])([CH3:13])[CH3:12]. The catalyst is C(Cl)Cl. The product is [NH3:8].[CH3:9][OH:10].[C:11]([N:15]1[CH2:20][CH2:19][NH:18][C@@H:17]([C:28]([N:30]2[CH2:35][CH2:34][N:33]([C:9]([NH:8][C:4]3[CH:5]=[CH:6][CH:7]=[C:2]([Cl:1])[CH:3]=3)=[O:10])[CH2:32][CH2:31]2)=[O:29])[CH2:16]1)([CH3:14])([CH3:12])[CH3:13]. The yield is 0.100. (3) The reactants are [Cl-].O[NH3+:3].[C:4](=[O:7])([O-])[OH:5].[Na+].CS(C)=O.[CH2:13]([C:15]1[N:16]=[C:17]([CH2:48][CH2:49][CH3:50])[N:18]([CH2:33][C:34]2[CH:39]=[CH:38][C:37]([C:40]3[C:41]([C:46]#[N:47])=[CH:42][CH:43]=[CH:44][CH:45]=3)=[CH:36][CH:35]=2)[C:19](=[O:32])[C:20]=1[C:21]1[CH:26]=[CH:25][C:24]([O:27][CH:28]([CH3:30])[CH3:29])=[CH:23][C:22]=1[F:31])[CH3:14]. The catalyst is O. The product is [CH2:13]([C:15]1[N:16]=[C:17]([CH2:48][CH2:49][CH3:50])[N:18]([CH2:33][C:34]2[CH:35]=[CH:36][C:37]([C:40]3[CH:45]=[CH:44][CH:43]=[CH:42][C:41]=3[C:46]3[NH:3][C:4](=[O:7])[O:5][N:47]=3)=[CH:38][CH:39]=2)[C:19](=[O:32])[C:20]=1[C:21]1[CH:26]=[CH:25][C:24]([O:27][CH:28]([CH3:29])[CH3:30])=[CH:23][C:22]=1[F:31])[CH3:14]. The yield is 0.660. (4) The reactants are [N:1]12[CH2:8][CH2:7][C:4]([C:9]([C:17]3[CH:22]=[CH:21][CH:20]=[CH:19][CH:18]=3)([C:11]3[CH:16]=[CH:15][CH:14]=[CH:13][CH:12]=3)[OH:10])([CH2:5][CH2:6]1)[CH2:3][CH2:2]2.[Br:23][CH2:24][CH2:25][O:26][CH2:27][C:28]1[CH:33]=[CH:32][C:31]([Cl:34])=[CH:30][CH:29]=1. The catalyst is CC#N.C(Cl)(Cl)Cl. The product is [Br-:23].[Cl:34][C:31]1[CH:30]=[CH:29][C:28]([CH2:27][O:26][CH2:25][CH2:24][N+:1]23[CH2:6][CH2:5][C:4]([C:9]([OH:10])([C:17]4[CH:22]=[CH:21][CH:20]=[CH:19][CH:18]=4)[C:11]4[CH:12]=[CH:13][CH:14]=[CH:15][CH:16]=4)([CH2:3][CH2:2]2)[CH2:7][CH2:8]3)=[CH:33][CH:32]=1. The yield is 0.320. (5) The reactants are [C:1]([O:5][C:6]([N:8]1[CH2:13][CH2:12][CH:11]([N:14]2[C:18]3=[N:19][C:20](Cl)=[N:21][C:22]([O:23][C:24]4[CH:29]=[CH:28][C:27]([S:30]([CH3:33])(=[O:32])=[O:31])=[CH:26][CH:25]=4)=[C:17]3[CH:16]=[N:15]2)[CH2:10][CH2:9]1)=[O:7])([CH3:4])([CH3:3])[CH3:2].[CH3:35][Al](C)C. The catalyst is O1CCCC1. The product is [C:1]([O:5][C:6]([N:8]1[CH2:13][CH2:12][CH:11]([N:14]2[C:18]3=[N:19][C:20]([CH3:35])=[N:21][C:22]([O:23][C:24]4[CH:29]=[CH:28][C:27]([S:30]([CH3:33])(=[O:32])=[O:31])=[CH:26][CH:25]=4)=[C:17]3[CH:16]=[N:15]2)[CH2:10][CH2:9]1)=[O:7])([CH3:4])([CH3:3])[CH3:2]. The yield is 0.420. (6) The reactants are [CH3:1][O:2][C:3]([C:5]1[N:6]=[C:7]2[N:15]([CH2:16][C:17](=[O:24])[N:18]3[CH2:23][CH2:22][CH2:21][CH2:20][CH2:19]3)[CH:14]=[CH:13][N:8]2[C:9](=[O:12])[C:10]=1[OH:11])=[O:4].C([O-])([O-])=O.[K+].[K+].[CH2:31](Br)[C:32]1[CH:37]=[CH:36][CH:35]=[CH:34][CH:33]=1. The catalyst is CN(C=O)C. The product is [CH3:1][O:2][C:3]([C:5]1[N:6]=[C:7]2[N:15]([CH2:16][C:17](=[O:24])[N:18]3[CH2:23][CH2:22][CH2:21][CH2:20][CH2:19]3)[CH:14]=[CH:13][N:8]2[C:9](=[O:12])[C:10]=1[O:11][CH2:31][C:32]1[CH:37]=[CH:36][CH:35]=[CH:34][CH:33]=1)=[O:4]. The yield is 0.493.